From a dataset of Reaction yield outcomes from USPTO patents with 853,638 reactions. Predict the reaction yield, written as a fraction of the theoretical maximum amount of product (1.0 means a 100% yield; for example, 0.34 means a 34% yield). (1) The catalyst is ClC(Cl)C. The yield is 0.610. The product is [Br:1][CH2:2][C:3]1[CH:4]=[C:5]([CH:8]=[CH:9][CH:10]=1)[CH2:6][NH:19][C:18]1([C:17]([O:16][CH:11]2[CH2:15][CH2:14][CH2:13][CH2:12]2)=[O:24])[CH2:20][CH2:21][CH2:22][CH2:23]1. The reactants are [Br:1][CH2:2][C:3]1[CH:4]=[C:5]([CH:8]=[CH:9][CH:10]=1)[CH:6]=O.[CH:11]1([O:16][C:17](=[O:24])[C:18]2([CH2:23][CH2:22][CH2:21][CH2:20]2)[NH2:19])[CH2:15][CH2:14][CH2:13][CH2:12]1.C(O[BH-](OC(=O)C)OC(=O)C)(=O)C.[Na+].C(OCC)(=O)C. (2) The product is [Cl:34][C:9]1[C:10]2[N:11]=[CH:12][C:3]([C:2]([F:15])([F:14])[F:1])=[CH:4][C:5]=2[N:6]=[CH:7][N:8]=1. The catalyst is CCOC(C)=O.O. The reactants are [F:1][C:2]([F:15])([F:14])[C:3]1[CH:12]=[N:11][C:10]2[C:9](=O)[NH:8][CH:7]=[N:6][C:5]=2[CH:4]=1.C1(C)C=CC=CC=1.CCN(C(C)C)C(C)C.O=P(Cl)(Cl)[Cl:34]. The yield is 0.960. (3) The reactants are [C:1]1([C:7]2[S:11][C:10]([NH:12][C:13](=[O:18])[CH2:14][C:15]([OH:17])=O)=[N:9][CH:8]=2)[CH:6]=[CH:5][CH:4]=[CH:3][CH:2]=1.CCN(C(C)C)C(C)C.C1C=CC2N(O)N=NC=2C=1.CCN=C=NCCCN(C)C.Cl.Cl.Cl.[Cl:52][C:53]1[CH:58]=[CH:57][CH:56]=[CH:55][C:54]=1[NH:59][CH:60]1[CH2:65][CH2:64][NH:63][CH2:62][CH2:61]1. The catalyst is CN(C=O)C.O. The product is [Cl:52][C:53]1[CH:58]=[CH:57][CH:56]=[CH:55][C:54]=1[NH:59][CH:60]1[CH2:65][CH2:64][N:63]([C:15](=[O:17])[CH2:14][C:13]([NH:12][C:10]2[S:11][C:7]([C:1]3[CH:2]=[CH:3][CH:4]=[CH:5][CH:6]=3)=[CH:8][N:9]=2)=[O:18])[CH2:62][CH2:61]1. The yield is 0.280. (4) The reactants are [NH2:1][C:2]1[C:7]([C:8]2[N:17]([C:18]3[CH:23]=[CH:22][C:21]([C:24]4([NH:28][C:29](=[O:35])[O:30][C:31]([CH3:34])([CH3:33])[CH3:32])[CH2:27][CH2:26][CH2:25]4)=[CH:20][CH:19]=3)[C:11]3=[N:12][C:13](Cl)=[CH:14][CH:15]=[C:10]3[N:9]=2)=[CH:6][CH:5]=[CH:4][N:3]=1.[CH2:36]([O:43][CH2:44][C@H:45]1[O:50][CH2:49][CH2:48][N:47]([C:51]2[CH:56]=[CH:55][CH:54]=[C:53](B3OC(C)(C)C(C)(C)O3)[CH:52]=2)[CH2:46]1)[C:37]1[CH:42]=[CH:41][CH:40]=[CH:39][CH:38]=1.[OH-].[Na+]. The catalyst is COCCOC.C(Cl)Cl.CC(P(C(C)(C)C)C1C=CC(N(C)C)=CC=1)(C)C.CC(P(C(C)(C)C)C1C=CC(N(C)C)=CC=1)(C)C.Cl[Pd]Cl. The product is [NH2:1][C:2]1[C:7]([C:8]2[N:17]([C:18]3[CH:23]=[CH:22][C:21]([C:24]4([NH:28][C:29](=[O:35])[O:30][C:31]([CH3:34])([CH3:33])[CH3:32])[CH2:27][CH2:26][CH2:25]4)=[CH:20][CH:19]=3)[C:11]3=[N:12][C:13]([C:55]4[CH:54]=[CH:53][CH:52]=[C:51]([N:47]5[CH2:48][CH2:49][O:50][C@H:45]([CH2:44][O:43][CH2:36][C:37]6[CH:42]=[CH:41][CH:40]=[CH:39][CH:38]=6)[CH2:46]5)[CH:56]=4)=[CH:14][CH:15]=[C:10]3[N:9]=2)=[CH:6][CH:5]=[CH:4][N:3]=1. The yield is 0.479. (5) The reactants are [CH3:1][C:2]1[N:6]([C:7]2[CH:12]=[CH:11][CH:10]=[CH:9][CH:8]=2)[N:5]=[C:4]([C:13]([OH:15])=O)[CH:3]=1.CN(C)C=O.C(Cl)(=O)C(Cl)=O.[NH2:27][C:28]1[CH:29]=[C:30]([S:34][C:35]2[CH:36]=[CH:37][C:38]3[N:39]([CH:41]=[C:42]([NH:44][C:45]([CH:47]4[CH2:49][CH2:48]4)=[O:46])[N:43]=3)[N:40]=2)[CH:31]=[CH:32][CH:33]=1. The catalyst is CN(C)C(=O)C.O1CCCC1. The product is [CH:47]1([C:45]([NH:44][C:42]2[N:43]=[C:38]3[CH:37]=[CH:36][C:35]([S:34][C:30]4[CH:29]=[C:28]([NH:27][C:13]([C:4]5[CH:3]=[C:2]([CH3:1])[N:6]([C:7]6[CH:8]=[CH:9][CH:10]=[CH:11][CH:12]=6)[N:5]=5)=[O:15])[CH:33]=[CH:32][CH:31]=4)=[N:40][N:39]3[CH:41]=2)=[O:46])[CH2:48][CH2:49]1. The yield is 0.490. (6) The reactants are Cl[Si](C)(C)[CH3:3].[CH2:6]([N:13]1[CH2:18][CH:17]([OH:19])[CH2:16][CH:15]([C:20]([OH:22])=[O:21])[CH2:14]1)[C:7]1[CH:12]=[CH:11][CH:10]=[CH:9][CH:8]=1. The catalyst is CO. The product is [CH2:6]([N:13]1[CH2:18][CH:17]([OH:19])[CH2:16][CH:15]([C:20]([O:22][CH3:3])=[O:21])[CH2:14]1)[C:7]1[CH:8]=[CH:9][CH:10]=[CH:11][CH:12]=1. The yield is 0.710. (7) The reactants are [Cl:1][C:2]1[C:3]([N+:9]([O-])=O)=[C:4]([NH2:8])[CH:5]=[CH:6][CH:7]=1.[NH4+].[Cl-].CC(C)=O. The catalyst is [Zn].O. The product is [Cl:1][C:2]1[CH:7]=[CH:6][CH:5]=[C:4]([NH2:8])[C:3]=1[NH2:9]. The yield is 0.700. (8) The reactants are [CH3:1][C:2]1[C:11]2[C:6](=[CH:7][CH:8]=[CH:9][CH:10]=2)[C:5]([C:12]#[N:13])=[CH:4][CH:3]=1.C1C(=O)N([Br:21])C(=O)C1.CC(N=NC(C#N)(C)C)(C#N)C. The catalyst is C(Cl)(Cl)(Cl)Cl.O. The product is [Br:21][CH2:1][C:2]1[C:11]2[C:6](=[CH:7][CH:8]=[CH:9][CH:10]=2)[C:5]([C:12]#[N:13])=[CH:4][CH:3]=1. The yield is 0.520.